This data is from Forward reaction prediction with 1.9M reactions from USPTO patents (1976-2016). The task is: Predict the product of the given reaction. Given the reactants [CH2:1]([O:3][C:4](=[O:31])[CH2:5][N:6]([CH2:20][C:21]1[CH:26]=[CH:25][C:24]([O:27][CH3:28])=[CH:23][C:22]=1[O:29][CH3:30])[CH2:7][C:8]1[CH:13]=[C:12]([OH:14])[CH:11]=[CH:10][C:9]=1[C:15]([O:17][CH2:18][CH3:19])=[O:16])[CH3:2].[CH2:32](Br)[C:33]1[CH:38]=[CH:37][CH:36]=[CH:35][CH:34]=1.C(=O)([O-])[O-].[Cs+].[Cs+], predict the reaction product. The product is: [CH2:1]([O:3][C:4](=[O:31])[CH2:5][N:6]([CH2:20][C:21]1[CH:26]=[CH:25][C:24]([O:27][CH3:28])=[CH:23][C:22]=1[O:29][CH3:30])[CH2:7][C:8]1[CH:13]=[C:12]([O:14][CH2:32][C:33]2[CH:38]=[CH:37][CH:36]=[CH:35][CH:34]=2)[CH:11]=[CH:10][C:9]=1[C:15]([O:17][CH2:18][CH3:19])=[O:16])[CH3:2].